Dataset: CYP2D6 inhibition data for predicting drug metabolism from PubChem BioAssay. Task: Regression/Classification. Given a drug SMILES string, predict its absorption, distribution, metabolism, or excretion properties. Task type varies by dataset: regression for continuous measurements (e.g., permeability, clearance, half-life) or binary classification for categorical outcomes (e.g., BBB penetration, CYP inhibition). Dataset: cyp2d6_veith. The result is 1 (inhibitor). The compound is COc1cccc(C(=O)N(C)c2nnc(-c3ccncc3)s2)c1.